From a dataset of Full USPTO retrosynthesis dataset with 1.9M reactions from patents (1976-2016). Predict the reactants needed to synthesize the given product. Given the product [CH3:24][C:25]1[C:26]2[N:27]([CH:31]=[C:32]([CH2:34][N:11]([CH:9]3[C:10]4[N:1]=[CH:2][CH:3]=[CH:4][C:5]=4[CH2:6][CH2:7][CH2:8]3)[CH2:12][CH2:13][CH2:14][CH2:15][NH2:16])[N:33]=2)[CH:28]=[CH:29][CH:30]=1, predict the reactants needed to synthesize it. The reactants are: [N:1]1[C:10]2[CH:9]([NH:11][CH2:12][CH2:13][CH2:14][CH2:15][NH:16]C(=O)OC(C)(C)C)[CH2:8][CH2:7][CH2:6][C:5]=2[CH:4]=[CH:3][CH:2]=1.[CH3:24][C:25]1[C:26]2[N:27]([CH:31]=[C:32]([CH:34]=O)[N:33]=2)[CH:28]=[CH:29][CH:30]=1.